From a dataset of Catalyst prediction with 721,799 reactions and 888 catalyst types from USPTO. Predict which catalyst facilitates the given reaction. (1) The catalyst class is: 96. Reactant: Cl.[CH2:2]1[C:11]2[C:6](=[CH:7][CH:8]=[CH:9][CH:10]=2)[CH2:5][CH2:4][C@H:3]1[NH2:12].C(N(CC)CC)C.[F:20][C:21]1[CH:29]=[CH:28][C:24]([C:25](Cl)=[O:26])=[CH:23][CH:22]=1.O. Product: [F:20][C:21]1[CH:29]=[CH:28][C:24]([C:25]([NH:12][C@@H:3]2[CH2:4][CH2:5][C:6]3[C:11](=[CH:10][CH:9]=[CH:8][CH:7]=3)[CH2:2]2)=[O:26])=[CH:23][CH:22]=1. (2) Reactant: [C:1]([O-:9])(=[O:8])[C:2]1[CH:7]=[CH:6][CH:5]=[CH:4][CH:3]=1.O.[OH-].[Li+]. Product: [C:1]([OH:9])(=[O:8])[C:2]1[CH:7]=[CH:6][CH:5]=[CH:4][CH:3]=1. The catalyst class is: 36. (3) Reactant: [Na].C(O)C.[F:5][C:6]1[CH:11]=[CH:10][C:9]([N:12]2[C:20]3[C:15](=[CH:16][C:17]4[C@@:25]5([CH2:31][C:32]6C=CC=CN=6)[CH2:26][CH2:27][C:28](=[O:30])[CH2:29][C@H:24]5[CH2:23][CH2:22][CH2:21][C:18]=4[CH:19]=3)[CH:14]=[N:13]2)=[CH:8][CH:7]=1.FC1C=CC(N2[C:53]3[C:48](=[CH:49][C:50]4[C@]5(CC6C=CC=CN=6)CCC(=O)C[C@@H]5CCC[C:51]=4[CH:52]=3)[CH:47]=N2)=CC=1.C(=O)C1C=CC=CC=1. Product: [CH:47](=[C:27]1/[CH2:26][C:25]2([CH2:31][CH3:32])[C:17]3=[CH:16][C:15]4[CH:14]=[N:13][N:12]([C:9]5[CH:8]=[CH:7][C:6]([F:5])=[CH:11][CH:10]=5)[C:20]=4[CH:19]=[C:18]3[CH2:21][CH2:22][CH2:23][CH:24]2[CH2:29][C:28]/1=[O:30])/[C:48]1[CH:53]=[CH:52][CH:51]=[CH:50][CH:49]=1. The catalyst class is: 1. (4) Reactant: FC(F)(F)C(O)=O.[NH2:8][CH2:9][CH2:10][C:11]1[CH:18]=[CH:17][C:14]([C:15]#[N:16])=[C:13]([CH3:19])[CH:12]=1.C(N(CC)CC)C.[CH:27](=O)[CH2:28][CH2:29][CH3:30].[BH4-].[Na+]. Product: [CH2:27]([NH:8][CH2:9][CH2:10][C:11]1[CH:18]=[CH:17][C:14]([C:15]#[N:16])=[C:13]([CH3:19])[CH:12]=1)[CH2:28][CH2:29][CH3:30]. The catalyst class is: 125.